From a dataset of Forward reaction prediction with 1.9M reactions from USPTO patents (1976-2016). Predict the product of the given reaction. Given the reactants [Na:1].[CH2:2]1[O:4][CH2:3]1.[C:5]([OH:10])(=[O:9])[C:6]([CH3:8])=[CH2:7].[CH2:11]=[CH:12][C:13]1[CH:18]=[CH:17][CH:16]=[CH:15][CH:14]=1.[C:19]([O:23][CH2:24][CH2:25][CH2:26][CH3:27])(=[O:22])[CH:20]=[CH2:21].S(OOS([O-])(=O)=O)([O-])(=O)=O.[NH4+].[NH4+].S([O-])([O-])(=O)=O.[NH4+].[NH4+], predict the reaction product. The product is: [CH:11]([CH2:7][C:6](=[CH2:8])[C:5]([OH:10])=[O:9])=[CH:12][C:13]1[CH:18]=[CH:17][CH:16]=[CH:15][CH:14]=1.[C:19]([O:23][CH2:24][CH2:25][CH2:26][CH3:27])(=[O:22])[CH:20]=[CH2:21].[Na:1].[CH2:3]1[O:4][CH2:2]1.[C:5]([OH:10])(=[O:9])[C:6]([CH3:8])=[CH2:7].